This data is from NCI-60 drug combinations with 297,098 pairs across 59 cell lines. The task is: Regression. Given two drug SMILES strings and cell line genomic features, predict the synergy score measuring deviation from expected non-interaction effect. (1) Drug 1: C1=NC2=C(N=C(N=C2N1C3C(C(C(O3)CO)O)F)Cl)N. Drug 2: C1C(C(OC1N2C=NC(=NC2=O)N)CO)O. Cell line: COLO 205. Synergy scores: CSS=49.1, Synergy_ZIP=0.926, Synergy_Bliss=-0.878, Synergy_Loewe=-21.8, Synergy_HSA=5.17. (2) Drug 1: CC1C(C(=O)NC(C(=O)N2CCCC2C(=O)N(CC(=O)N(C(C(=O)O1)C(C)C)C)C)C(C)C)NC(=O)C3=C4C(=C(C=C3)C)OC5=C(C(=O)C(=C(C5=N4)C(=O)NC6C(OC(=O)C(N(C(=O)CN(C(=O)C7CCCN7C(=O)C(NC6=O)C(C)C)C)C)C(C)C)C)N)C. Drug 2: CC1=C(N=C(N=C1N)C(CC(=O)N)NCC(C(=O)N)N)C(=O)NC(C(C2=CN=CN2)OC3C(C(C(C(O3)CO)O)O)OC4C(C(C(C(O4)CO)O)OC(=O)N)O)C(=O)NC(C)C(C(C)C(=O)NC(C(C)O)C(=O)NCCC5=NC(=CS5)C6=NC(=CS6)C(=O)NCCC[S+](C)C)O. Cell line: CAKI-1. Synergy scores: CSS=43.9, Synergy_ZIP=-5.03, Synergy_Bliss=-6.14, Synergy_Loewe=-5.17, Synergy_HSA=-0.540.